This data is from Catalyst prediction with 721,799 reactions and 888 catalyst types from USPTO. The task is: Predict which catalyst facilitates the given reaction. (1) Reactant: BrC1C=CC([N:8]([C:15]2[CH:20]=[CH:19][CH:18]=[CH:17][C:16]=2C)[C:9]2[CH:14]=[CH:13][CH:12]=[CH:11][CH:10]=2)=CC=1.Br[C:23]1[CH:28]=[CH:27][C:26]([N:29]([C:37]2[CH:42]=[CH:41][C:40]([CH3:43])=[CH:39][CH:38]=2)[C:30](=[O:36])[O:31][C:32]([CH3:35])([CH3:34])[CH3:33])=[CH:25][CH:24]=1.[CH3:44]C([O-])(C)C.[Na+].F[B-](F)(F)F.N#N.[NH4+].[Cl-]. Product: [C:15]1([N:8]([C:9]2[CH:10]=[CH:11][C:12]([CH3:44])=[CH:13][CH:14]=2)[C:23]2[CH:28]=[CH:27][C:26]([N:29]([C:37]3[CH:42]=[CH:41][C:40]([CH3:43])=[CH:39][CH:38]=3)[C:30](=[O:36])[O:31][C:32]([CH3:35])([CH3:34])[CH3:33])=[CH:25][CH:24]=2)[CH:16]=[CH:17][CH:18]=[CH:19][CH:20]=1. The catalyst class is: 318. (2) Reactant: S(OS(C(F)(F)F)(=O)=O)(C(F)(F)[F:5])(=O)=O.[C:16]1(P(=O)(C2C=CC=CC=2)C2C=CC=CC=2)[CH:21]=CC=C[CH:17]=1.C1([C:42]2[NH:43][C:44]3[CH:50]=[C:49]([S:51]([O-:54])(=[O:53])=O)[CH:48]=[CH:47][C:45]=3[N:46]=2)C=CC=CC=1.[NH+:55]1[CH:60]=[CH:59][CH:58]=[CH:57][CH:56]=1.C([N:63]([CH2:66][CH3:67])CC)C.[CH2:68]([Cl:70])Cl. Product: [Cl:70][C:68]1[CH:21]=[CH:16][CH:17]=[CH:67][C:66]=1[NH:63][S:51]([C:49]1[CH:48]=[CH:47][C:45]2[NH:46][C:42]([C:56]3[C:57]([F:5])=[CH:58][CH:59]=[CH:60][N:55]=3)=[N:43][C:44]=2[CH:50]=1)(=[O:53])=[O:54]. The catalyst class is: 6. (3) The catalyst class is: 3. Product: [NH2:23][N:13]1[C:14]([C:15]#[N:16])=[C:10]([C:7]2[CH:8]=[CH:9][C:4]([NH2:3])=[C:5]([F:22])[CH:6]=2)[C:11]([C:17]([O:19][CH2:20][CH3:21])=[O:18])=[CH:12]1. Reactant: [H-].[Na+].[NH2:3][C:4]1[CH:9]=[CH:8][C:7]([C:10]2[C:11]([C:17]([O:19][CH2:20][CH3:21])=[O:18])=[CH:12][NH:13][C:14]=2[C:15]#[N:16])=[CH:6][C:5]=1[F:22].[NH2:23]OP(=O)(C1C=CC=CC=1)C1C=CC=CC=1. (4) Reactant: [CH2:1]([N:8]1[C:11]2([CH2:14][NH:13][CH2:12]2)[CH2:10][CH2:9]1)[C:2]1[CH:7]=[CH:6][CH:5]=[CH:4][CH:3]=1.C(N(C(C)C)CC)(C)C.[N:24]([CH2:27][CH2:28][CH2:29][C:30]1[CH:35]=[CH:34][CH:33]=[CH:32][CH:31]=1)=[C:25]=[O:26]. Product: [C:30]1([CH2:29][CH2:28][CH2:27][NH:24][C:25]([N:13]2[CH2:12][C:11]3([N:8]([CH2:1][C:2]4[CH:7]=[CH:6][CH:5]=[CH:4][CH:3]=4)[CH2:9][CH2:10]3)[CH2:14]2)=[O:26])[CH:35]=[CH:34][CH:33]=[CH:32][CH:31]=1. The catalyst class is: 4.